Dataset: Full USPTO retrosynthesis dataset with 1.9M reactions from patents (1976-2016). Task: Predict the reactants needed to synthesize the given product. (1) Given the product [C:1]([C:5]1[CH:6]=[C:7]([C:20]([OH:22])=[O:21])[N:8]([CH2:10][C:11]2[C:16]([CH3:17])=[CH:15][C:14]([CH3:18])=[CH:13][C:12]=2[CH3:19])[N:9]=1)([CH3:4])([CH3:2])[CH3:3], predict the reactants needed to synthesize it. The reactants are: [C:1]([C:5]1[CH:6]=[C:7]([C:20]([O:22]CC)=[O:21])[N:8]([CH2:10][C:11]2[C:16]([CH3:17])=[CH:15][C:14]([CH3:18])=[CH:13][C:12]=2[CH3:19])[N:9]=1)([CH3:4])([CH3:3])[CH3:2].[OH-].[Na+].Cl. (2) Given the product [F:1][CH2:2]/[C:3](=[N:19]/[S@@:17]([C:14]([CH3:16])([CH3:15])[CH3:13])=[O:18])/[C:5]1[CH:10]=[CH:9][CH:8]=[C:7]([CH3:11])[C:6]=1[F:12], predict the reactants needed to synthesize it. The reactants are: [F:1][CH2:2][C:3]([C:5]1[CH:10]=[CH:9][CH:8]=[C:7]([CH3:11])[C:6]=1[F:12])=O.[CH3:13][C:14]([S@:17]([NH2:19])=[O:18])([CH3:16])[CH3:15]. (3) Given the product [O:1]1[CH2:6][CH2:5][O:4][CH2:3][C@@H:2]1[CH2:7][O:8][C:13]1[C:12]([Br:11])=[CH:17][N:16]=[C:15]([Cl:18])[N:14]=1, predict the reactants needed to synthesize it. The reactants are: [O:1]1[CH2:6][CH2:5][O:4][CH2:3][C@@H:2]1[CH2:7][OH:8].[H-].[Na+].[Br:11][C:12]1[C:13](Cl)=[N:14][C:15]([Cl:18])=[N:16][CH:17]=1. (4) The reactants are: N[C:2]1[C:3]([C:13]#[N:14])=[CH:4][C:5]([F:12])=[C:6]([CH:11]=1)[C:7]([O:9][CH3:10])=[O:8].[I:15]CI.N(OCCC(C)C)=O.C(OCC)(=O)C. Given the product [C:13]([C:3]1[C:2]([I:15])=[CH:11][C:6]([C:7]([O:9][CH3:10])=[O:8])=[C:5]([F:12])[CH:4]=1)#[N:14], predict the reactants needed to synthesize it. (5) Given the product [Cl:1][C:2]1[CH:3]=[C:4]([CH:9]=[C:10]([C:14]#[C:13][Si:15]([CH3:18])([CH3:17])[CH3:16])[CH:11]=1)[C:5]([O:7][CH3:8])=[O:6], predict the reactants needed to synthesize it. The reactants are: [Cl:1][C:2]1[CH:3]=[C:4]([CH:9]=[C:10](I)[CH:11]=1)[C:5]([O:7][CH3:8])=[O:6].[C:13]([Si:15]([CH3:18])([CH3:17])[CH3:16])#[CH:14].C(NC(C)C)(C)C. (6) Given the product [Br-:13].[CH2:1]([C:5]1[CH:12]=[CH:11][C:8]([CH2:9][P+:20]([C:21]2[CH:22]=[CH:23][CH:24]=[CH:25][CH:26]=2)([C:27]2[CH:32]=[CH:31][CH:30]=[CH:29][CH:28]=2)[C:14]2[CH:15]=[CH:16][CH:17]=[CH:18][CH:19]=2)=[CH:7][CH:6]=1)[CH2:2][CH2:3][CH3:4], predict the reactants needed to synthesize it. The reactants are: [CH2:1]([C:5]1[CH:12]=[CH:11][C:8]([CH2:9]O)=[CH:7][CH:6]=1)[CH2:2][CH2:3][CH3:4].[BrH:13].[C:14]1([P:20]([C:27]2[CH:32]=[CH:31][CH:30]=[CH:29][CH:28]=2)[C:21]2[CH:26]=[CH:25][CH:24]=[CH:23][CH:22]=2)[CH:19]=[CH:18][CH:17]=[CH:16][CH:15]=1. (7) Given the product [N:2]1([CH:15]2[CH2:20][CH2:19][CH2:18][N:17]([CH2:29][CH2:28][C:27]([OH:31])=[O:30])[CH2:16]2)[C:13]2=[C:14]3[C:9](=[CH:10][CH:11]=[CH:12]2)[CH:8]=[N:7][CH:6]=[C:5]3[CH2:4][CH2:3]1, predict the reactants needed to synthesize it. The reactants are: Cl.[N:2]1([CH:15]2[CH2:20][CH2:19][CH2:18][NH:17][CH2:16]2)[C:13]2=[C:14]3[C:9](=[CH:10][CH:11]=[CH:12]2)[CH:8]=[N:7][CH:6]=[C:5]3[CH2:4][CH2:3]1.C(=O)([O-])[O-].[K+].[K+].[C:27]([O:31]C(C)(C)C)(=[O:30])[CH:28]=[CH2:29]. (8) Given the product [F:8][C:7]([F:10])([F:9])[C:5]1[NH:4][N:3]=[C:2]([C:1]([OH:11])=[O:17])[CH:6]=1, predict the reactants needed to synthesize it. The reactants are: [CH3:1][C:2]1[CH:6]=[C:5]([C:7]([F:10])([F:9])[F:8])[NH:4][N:3]=1.[O-:11][Mn](=O)(=O)=O.[K+].[OH2:17].